The task is: Predict the reactants needed to synthesize the given product.. This data is from Full USPTO retrosynthesis dataset with 1.9M reactions from patents (1976-2016). Given the product [N:6]1([CH2:5][CH2:4][CH2:3][CH2:2][N:32]2[CH2:33][CH2:34][CH:40]([C:18]3[CH:19]=[CH:20][CH:21]=[CH:22][C:17]=3[O:16][CH3:15])[CH2:37][CH2:35]2)[C:10]2[CH:11]=[CH:12][CH:13]=[CH:14][C:9]=2[N:8]=[CH:7]1, predict the reactants needed to synthesize it. The reactants are: Cl[CH2:2][CH2:3][CH2:4][CH2:5][N:6]1[C:10]2[CH:11]=[CH:12][CH:13]=[CH:14][C:9]=2[N:8]=[CH:7]1.[CH3:15][O:16][C:17]1[CH:22]=[CH:21][CH:20]=[CH:19][C:18]=1N1CCCCC1.C([N:32]([CH:35]([CH3:37])C)[CH2:33][CH3:34])(C)C.[I-].[K+].[C:40](#N)C.